Dataset: Peptide-MHC class I binding affinity with 185,985 pairs from IEDB/IMGT. Task: Regression. Given a peptide amino acid sequence and an MHC pseudo amino acid sequence, predict their binding affinity value. This is MHC class I binding data. (1) The peptide sequence is SMYGKAFNHA. The MHC is HLA-A02:02 with pseudo-sequence HLA-A02:02. The binding affinity (normalized) is 0.826. (2) The peptide sequence is LMSDNPKAST. The binding affinity (normalized) is 0.159. The MHC is HLA-A02:01 with pseudo-sequence HLA-A02:01.